Dataset: Reaction yield outcomes from USPTO patents with 853,638 reactions. Task: Predict the reaction yield, written as a fraction of the theoretical maximum amount of product (1.0 means a 100% yield; for example, 0.34 means a 34% yield). (1) The reactants are [Cl:1][C:2]1[CH:18]=[CH:17][C:5]2[CH2:6][CH2:7][N:8]([C:11](=[O:16])[C:12]([F:15])([F:14])[F:13])[CH2:9][CH2:10][C:4]=2[C:3]=1[OH:19].C([O-])([O-])=O.[K+].[K+].[CH3:26][N:27]([CH3:31])[C:28](Cl)=[S:29]. The catalyst is CC(C)=O.O.CN(C)C(Cl)=S. The product is [Cl:1][C:2]1[CH:18]=[CH:17][C:5]2[CH2:6][CH2:7][N:8]([C:11](=[O:16])[C:12]([F:15])([F:13])[F:14])[CH2:9][CH2:10][C:4]=2[C:3]=1[O:19][C:28](=[S:29])[N:27]([CH3:31])[CH3:26]. The yield is 0.910. (2) The reactants are [CH3:1][O:2][C:3]1[CH:4]=[C:5]2[C:10](=[CH:11][C:12]=1[O:13][CH2:14][CH:15]1[CH2:17][O:16]1)[N:9]=[CH:8][CH:7]=[C:6]2[O:18][C:19]1[C:20]([C:27]2[CH:32]=[CH:31][CH:30]=[C:29]([CH3:33])[N:28]=2)=[N:21][C:22]([CH3:26])=[C:23]([CH3:25])[CH:24]=1.FC(F)(F)C(O)=[O:37].[OH-].[Na+].O. The catalyst is C(Cl)Cl. The product is [CH3:1][O:2][C:3]1[CH:4]=[C:5]2[C:10](=[CH:11][C:12]=1[O:13][CH2:14][CH:15]([OH:16])[CH2:17][OH:37])[N:9]=[CH:8][CH:7]=[C:6]2[O:18][C:19]1[C:20]([C:27]2[CH:32]=[CH:31][CH:30]=[C:29]([CH3:33])[N:28]=2)=[N:21][C:22]([CH3:26])=[C:23]([CH3:25])[CH:24]=1. The yield is 0.610.